This data is from Full USPTO retrosynthesis dataset with 1.9M reactions from patents (1976-2016). The task is: Predict the reactants needed to synthesize the given product. Given the product [F:29][C:19]1[CH:20]=[C:21]([O:24][C:25]([F:28])([F:27])[F:26])[CH:22]=[CH:23][C:18]=1[C@H:10]1[CH2:9][C@H:8]([C:6]2[O:7][NH:33][C:4](=[O:3])[CH:5]=2)[CH2:13][CH2:12][N:11]1[C:14]([O:16][CH3:17])=[O:15], predict the reactants needed to synthesize it. The reactants are: C([O:3][C:4](=O)[CH2:5][C:6]([C@@H:8]1[CH2:13][CH2:12][N:11]([C:14]([O:16][CH3:17])=[O:15])[C@@H:10]([C:18]2[CH:23]=[CH:22][C:21]([O:24][C:25]([F:28])([F:27])[F:26])=[CH:20][C:19]=2[F:29])[CH2:9]1)=[O:7])C.[OH-].[Na+].[NH2:33]O.Cl.